This data is from Full USPTO retrosynthesis dataset with 1.9M reactions from patents (1976-2016). The task is: Predict the reactants needed to synthesize the given product. Given the product [C@@H:7]1([OH:8])[C:9]2=[C:10]3[C:11](=[CH:12][CH:13]=[CH:14]2)[CH:17]=[CH:18][CH:19]=[C:20]3[CH2:15]1, predict the reactants needed to synthesize it. The reactants are: B1(C)[O:8][C:7]([C:15]2[CH:20]=[CH:19][CH:18]=[CH:17]C=2)([C:9]2[CH:14]=[CH:13][CH:12]=[CH:11][CH:10]=2)[C@@H]2N1CCC2.B.C1COCC1.C1(=O)C2=C3C(=CC=C2)C=CC=C3C1.Cl.